From a dataset of Reaction yield outcomes from USPTO patents with 853,638 reactions. Predict the reaction yield, written as a fraction of the theoretical maximum amount of product (1.0 means a 100% yield; for example, 0.34 means a 34% yield). The reactants are [F:1][C:2]1[C:10]([CH3:11])=[CH:9][C:5]([C:6]([OH:8])=O)=[C:4]([O:12][CH3:13])[CH:3]=1.C(Cl)(=O)C(Cl)=O.C(N(C(C)C)CC)(C)C.Cl.[Br:30][C:31]1[CH:38]=[CH:37][C:34]([CH2:35][NH2:36])=[C:33]([F:39])[CH:32]=1. The catalyst is ClCCl.CN(C=O)C. The product is [Br:30][C:31]1[CH:38]=[CH:37][C:34]([CH2:35][NH:36][C:6](=[O:8])[C:5]2[CH:9]=[C:10]([CH3:11])[C:2]([F:1])=[CH:3][C:4]=2[O:12][CH3:13])=[C:33]([F:39])[CH:32]=1. The yield is 0.970.